This data is from Full USPTO retrosynthesis dataset with 1.9M reactions from patents (1976-2016). The task is: Predict the reactants needed to synthesize the given product. Given the product [CH2:8]1[C:16]2[C:11](=[CH:12][C:13]([NH:17][C:18]3[C:27]4[C:22](=[C:23]([C:37]5[CH:38]=[C:39]6[C:34](=[CH:35][CH:36]=5)[N:33]=[C:32]([NH:31][CH3:30])[N:41]=[CH:40]6)[C:24]([CH3:28])=[CH:25][CH:26]=4)[N:21]=[CH:20][N:19]=3)=[CH:14][CH:15]=2)[CH2:10][CH2:9]1, predict the reactants needed to synthesize it. The reactants are: C(=O)([O-])[O-].[Na+].[Na+].Cl.[CH2:8]1[C:16]2[C:11](=[CH:12][C:13]([NH:17][C:18]3[C:27]4[C:22](=[C:23](I)[C:24]([CH3:28])=[CH:25][CH:26]=4)[N:21]=[CH:20][N:19]=3)=[CH:14][CH:15]=2)[CH2:10][CH2:9]1.[CH3:30][NH:31][C:32]1[N:41]=[CH:40][C:39]2[C:34](=[CH:35][CH:36]=[C:37](B3OC(C)(C)C(C)(C)O3)[CH:38]=2)[N:33]=1.